From a dataset of Forward reaction prediction with 1.9M reactions from USPTO patents (1976-2016). Predict the product of the given reaction. (1) Given the reactants [NH2:1][C:2]1([C:15]#[N:16])[CH2:7][CH2:6][N:5]([CH2:8][C:9]2[CH:14]=[CH:13][CH:12]=[CH:11][CH:10]=2)[CH2:4][CH2:3]1.[F:17][C:18]([F:30])([F:29])[O:19][C:20]1[CH:25]=[CH:24][C:23]([N:26]=[C:27]=[O:28])=[CH:22][CH:21]=1, predict the reaction product. The product is: [CH2:8]([N:5]1[CH2:6][CH2:7][C:2]([NH:1][C:27]([NH:26][C:23]2[CH:24]=[CH:25][C:20]([O:19][C:18]([F:17])([F:29])[F:30])=[CH:21][CH:22]=2)=[O:28])([C:15]#[N:16])[CH2:3][CH2:4]1)[C:9]1[CH:14]=[CH:13][CH:12]=[CH:11][CH:10]=1. (2) Given the reactants [NH2:1][S:2]([C:5]1[CH:17]=[CH:16][C:8]([C:9]([O:11][C:12]([CH3:15])([CH3:14])[CH3:13])=[O:10])=[C:7]([NH:18]C(OCC2C=CC=CC=2)=O)[CH:6]=1)(=[O:4])=[O:3], predict the reaction product. The product is: [NH2:18][C:7]1[CH:6]=[C:5]([S:2]([NH2:1])(=[O:3])=[O:4])[CH:17]=[CH:16][C:8]=1[C:9]([O:11][C:12]([CH3:15])([CH3:13])[CH3:14])=[O:10].